Dataset: Peptide-MHC class II binding affinity with 134,281 pairs from IEDB. Task: Regression. Given a peptide amino acid sequence and an MHC pseudo amino acid sequence, predict their binding affinity value. This is MHC class II binding data. (1) The peptide sequence is CDDVVFGINSFFGRF. The MHC is DRB1_0101 with pseudo-sequence DRB1_0101. The binding affinity (normalized) is 0.692. (2) The peptide sequence is EPQGSTYAASSATSVD. The MHC is DRB1_1101 with pseudo-sequence DRB1_1101. The binding affinity (normalized) is 0.322. (3) The peptide sequence is LPRLIAFTSEHSHFS. The MHC is HLA-DQA10102-DQB10602 with pseudo-sequence HLA-DQA10102-DQB10602. The binding affinity (normalized) is 0.332. (4) The peptide sequence is LVPFVQWFVGLSPTV. The MHC is DRB1_0901 with pseudo-sequence DRB1_0901. The binding affinity (normalized) is 0.684. (5) The peptide sequence is KVFNTRRNTLLFLDL. The MHC is DRB3_0101 with pseudo-sequence DRB3_0101. The binding affinity (normalized) is 0.363. (6) The peptide sequence is DGCWYPMEIRPRKTH. The MHC is HLA-DQA10501-DQB10402 with pseudo-sequence HLA-DQA10501-DQB10402. The binding affinity (normalized) is 0.834.